From a dataset of Reaction yield outcomes from USPTO patents with 853,638 reactions. Predict the reaction yield, written as a fraction of the theoretical maximum amount of product (1.0 means a 100% yield; for example, 0.34 means a 34% yield). (1) The reactants are [Cl:1][C:2]1[CH:7]=[CH:6][C:5]([CH2:8]Cl)=[CH:4][N+:3]=1[O-:10].[CH2:11]([NH:13][CH2:14][CH3:15])[CH3:12].C(=O)([O-])[O-].[K+].[K+]. The catalyst is C(#N)C. The product is [Cl:1][C:2]1[N+:3]([O-:10])=[CH:4][C:5]([CH2:8][N:13]([CH2:14][CH3:15])[CH2:11][CH3:12])=[CH:6][CH:7]=1. The yield is 0.880. (2) The yield is 0.970. The catalyst is O1CCCC1. The reactants are [C:1]([C:4]1[C:5]([O:24][CH3:25])=[C:6]([CH:13]2[CH2:16][N:15]([C:17]([O:19][C:20]([CH3:23])([CH3:22])[CH3:21])=[O:18])[CH2:14]2)[C:7]([C:11]#[N:12])=[C:8]([Cl:10])[CH:9]=1)(=[O:3])[CH3:2]. The product is [Cl:10][C:8]1[C:7]([C:11]#[N:12])=[C:6]([CH:13]2[CH2:14][N:15]([C:17]([O:19][C:20]([CH3:22])([CH3:21])[CH3:23])=[O:18])[CH2:16]2)[C:5]([O:24][CH3:25])=[C:4]([CH:1]([OH:3])[CH3:2])[CH:9]=1. (3) The yield is 0.250. The product is [C:18]([O:17][C:15]([N:1]1[CH2:6][CH2:5][CH2:4][C@@H:3]2[C:7]3[CH:8]=[CH:9][C:10]([NH2:14])=[CH:11][C:12]=3[CH2:13][C@H:2]12)=[O:16])([CH3:21])([CH3:20])[CH3:19]. The reactants are [NH:1]1[CH2:6][CH2:5][CH2:4][C@@H:3]2[C:7]3[CH:8]=[CH:9][C:10]([NH2:14])=[CH:11][C:12]=3[CH2:13][C@H:2]12.[C:15](O[C:15]([O:17][C:18]([CH3:21])([CH3:20])[CH3:19])=[O:16])([O:17][C:18]([CH3:21])([CH3:20])[CH3:19])=[O:16]. No catalyst specified.